Dataset: Forward reaction prediction with 1.9M reactions from USPTO patents (1976-2016). Task: Predict the product of the given reaction. (1) Given the reactants S(Cl)(Cl)=O.[NH2:5][C:6]1[CH:7]=[C:8]2[C:13](=[CH:14][CH:15]=1)[CH:12]([C:16]([OH:18])=[O:17])[CH2:11][CH2:10][CH2:9]2.[CH3:19]O, predict the reaction product. The product is: [NH2:5][C:6]1[CH:7]=[C:8]2[C:13](=[CH:14][CH:15]=1)[CH:12]([C:16]([O:18][CH3:19])=[O:17])[CH2:11][CH2:10][CH2:9]2. (2) Given the reactants [F:1][C:2]([F:22])([F:21])[C:3]1[CH:4]=[C:5]([CH:18]=[CH:19][CH:20]=1)[O:6][C:7]1[C:16]2[C:11](=[C:12]([NH2:17])[CH:13]=[CH:14][CH:15]=2)[N:10]=[CH:9][N:8]=1.[Cl:23][C:24]1[C:29]([C:30](O)=[O:31])=[C:28]([F:33])[C:27]([CH2:34][NH:35][C:36](=[O:42])[C:37]([CH3:41])([CH3:40])[CH2:38][OH:39])=[CH:26][CH:25]=1.C(Cl)(=O)C(Cl)=O.CCN(C(C)C)C(C)C, predict the reaction product. The product is: [Cl:23][C:24]1[C:29]([C:30]([NH:17][C:12]2[CH:13]=[CH:14][CH:15]=[C:16]3[C:11]=2[N:10]=[CH:9][N:8]=[C:7]3[O:6][C:5]2[CH:18]=[CH:19][CH:20]=[C:3]([C:2]([F:1])([F:21])[F:22])[CH:4]=2)=[O:31])=[C:28]([F:33])[C:27]([CH2:34][NH:35][C:36](=[O:42])[C:37]([CH3:40])([CH3:41])[CH2:38][OH:39])=[CH:26][CH:25]=1. (3) Given the reactants [NH:1]1[C:5]2[CH:6]=[CH:7][CH:8]=[CH:9][C:4]=2[N:3]=[C:2]1[CH:10]1[CH2:15][CH2:14][N:13]([C:16]([C:18]2[CH:23]=[CH:22][C:21](B(O)O)=[CH:20][CH:19]=2)=[O:17])[CH2:12][CH2:11]1.Br[C:28]1[N:33]=[CH:32][CH:31]=[CH:30][N:29]=1.CC(C)([O-])C.[Na+], predict the reaction product. The product is: [NH:1]1[C:5]2[CH:6]=[CH:7][CH:8]=[CH:9][C:4]=2[N:3]=[C:2]1[CH:10]1[CH2:15][CH2:14][N:13]([C:16]([C:18]2[CH:23]=[CH:22][C:21]([C:28]3[N:33]=[CH:32][CH:31]=[CH:30][N:29]=3)=[CH:20][CH:19]=2)=[O:17])[CH2:12][CH2:11]1. (4) Given the reactants [F:1][C:2]1[C:3]([NH:32][CH:33]2[CH2:38][CH2:37][CH2:36][CH:35]([NH:39][C:40]([N:42]3[CH2:47][CH2:46][O:45][CH2:44][CH2:43]3)=[O:41])[CH2:34]2)=[N:4][C:5]([C:12]2[C:20]3[C:15](=[N:16][CH:17]=[C:18]([F:21])[CH:19]=3)[N:14]([S:22]([C:25]3[CH:31]=[CH:30][C:28]([CH3:29])=[CH:27][CH:26]=3)(=[O:24])=[O:23])[CH:13]=2)=[C:6]([C:8]([F:11])([F:10])[F:9])[CH:7]=1.C[O-].[Na+], predict the reaction product. The product is: [F:1][C:2]1[C:3]([NH:32][C@@H:33]2[CH2:38][CH2:37][CH2:36][C@H:35]([NH:39][C:40]([N:42]3[CH2:47][CH2:46][O:45][CH2:44][CH2:43]3)=[O:41])[CH2:34]2)=[N:4][C:5]([C:12]2[C:20]3[C:15](=[N:16][CH:17]=[C:18]([F:21])[CH:19]=3)[N:14]([S:22]([C:25]3[CH:31]=[CH:30][C:28]([CH3:29])=[CH:27][CH:26]=3)(=[O:24])=[O:23])[CH:13]=2)=[C:6]([C:8]([F:11])([F:10])[F:9])[CH:7]=1. (5) Given the reactants [F:1][C:2]([F:7])([F:6])[C:3]([OH:5])=[O:4].[Cl:8][C:9]1[CH:23]=[CH:22][C:12]([CH2:13][NH:14]C(=O)OC(C)(C)C)=[C:11]([CH2:24][NH:25][C:26]([C@@H:28]2[CH2:33][N:32]([CH3:34])[CH2:31][CH2:30][N:29]2[C:35](=[O:42])[C@H:36]([OH:41])[C:37]([CH3:40])([CH3:39])[CH3:38])=[O:27])[CH:10]=1, predict the reaction product. The product is: [F:1][C:2]([F:7])([F:6])[C:3]([OH:5])=[O:4].[NH2:14][CH2:13][C:12]1[CH:22]=[CH:23][C:9]([Cl:8])=[CH:10][C:11]=1[CH2:24][NH:25][C:26]([C@@H:28]1[CH2:33][N:32]([CH3:34])[CH2:31][CH2:30][N:29]1[C:35](=[O:42])[C@H:36]([OH:41])[C:37]([CH3:39])([CH3:40])[CH3:38])=[O:27]. (6) Given the reactants [OH:1][C:2]1[CH:7]=[CH:6][C:5]([C:8]2[C:9]([CH2:21][NH:22][C:23]3[CH:28]=[CH:27][CH:26]=[CH:25][C:24]=3[O:29][CH3:30])=[C:10]3[C:15](=[CH:16][CH:17]=2)[NH:14][C:13]([CH3:19])([CH3:18])[CH:12]=[C:11]3[CH3:20])=[C:4]([O:31][CH3:32])[CH:3]=1.C(=O)([O-])O.[Na+].[CH:38]1[C:50]2[CH:49]([CH2:51][O:52][C:53](Cl)=[O:54])[C:48]3[C:43](=[CH:44][CH:45]=[CH:46][CH:47]=3)[C:42]=2[CH:41]=[CH:40][CH:39]=1, predict the reaction product. The product is: [OH:1][C:2]1[CH:7]=[CH:6][C:5]([C:8]2[C:9]([CH2:21][N:22]([C:23]3[CH:28]=[CH:27][CH:26]=[CH:25][C:24]=3[O:29][CH3:30])[C:53]([O:52][CH2:51][CH:49]3[C:48]4[CH:47]=[CH:46][CH:45]=[CH:44][C:43]=4[C:42]4[C:50]3=[CH:38][CH:39]=[CH:40][CH:41]=4)=[O:54])=[C:10]3[C:15](=[CH:16][CH:17]=2)[NH:14][C:13]([CH3:19])([CH3:18])[CH:12]=[C:11]3[CH3:20])=[C:4]([O:31][CH3:32])[CH:3]=1.